From a dataset of Forward reaction prediction with 1.9M reactions from USPTO patents (1976-2016). Predict the product of the given reaction. (1) The product is: [Br:28][CH2:27][C:3]1[C:2]([CH3:1])=[CH:26][C:6]2[N:7]=[C:8]3[C:13]([N:14]([CH2:15][CH2:16][CH2:17][CH2:18][CH2:19][CH2:20][C:21]([OH:23])=[O:22])[C:5]=2[CH:4]=1)=[N:12][C:11](=[O:24])[NH:10][C:9]3=[O:25]. Given the reactants [CH3:1][C:2]1[C:3]([CH3:27])=[CH:4][C:5]2[N:14]([CH2:15][CH2:16][CH2:17][CH2:18][CH2:19][CH2:20][C:21]([OH:23])=[O:22])[C:13]3[C:8]([C:9](=[O:25])[NH:10][C:11](=[O:24])[N:12]=3)=[N:7][C:6]=2[CH:26]=1.[Br:28]Br.C(OOC(=O)C1C=CC=CC=1)(=O)C1C=CC=CC=1, predict the reaction product. (2) Given the reactants N[CH:2]([C:4]([OH:6])=[O:5])[CH3:3].C1C=C(CN)C=C(CN)C=1.[C:28]([OH:30])(=[O:29])[CH2:27][CH2:26]CCCCCC[CH2:26][CH2:27][C:28]([OH:30])=[O:29], predict the reaction product. The product is: [C:4]([OH:6])(=[O:5])[CH2:2][CH2:3][CH2:26][CH2:27][C:28]([OH:30])=[O:29]. (3) Given the reactants [CH3:1][O:2][C:3]1[CH:4]=[CH:5][C:6]2[S:10][C:9]([CH3:11])=[N:8][C:7]=2[CH:12]=1.Cl[C:14]1C=C[C:17]([C:20]([F:23])([F:22])[F:21])=[CH:16][C:15]=1[N+]([O-])=O.[OH-].[Na+], predict the reaction product. The product is: [CH3:1][O:2][C:3]1[CH:4]=[CH:5][C:6]2[S:10][C:9]3[C:14](=[CH:15][CH:16]=[C:17]([C:20]([F:23])([F:22])[F:21])[CH:11]=3)[NH:8][C:7]=2[CH:12]=1. (4) Given the reactants [CH:1]([O:4][C:5]([N:7]1[CH2:12][CH2:11][CH:10]([O:13][C:14]2[C:19]([CH3:20])=[C:18](Cl)[N:17]=[CH:16][N:15]=2)[CH2:9][CH2:8]1)=[O:6])([CH3:3])[CH3:2].[Cl:22][C:23]1[N:28]=[C:27]([CH3:29])[C:26]([OH:30])=[CH:25][CH:24]=1.C(=O)([O-])[O-].[K+].[K+], predict the reaction product. The product is: [CH:1]([O:4][C:5]([N:7]1[CH2:12][CH2:11][CH:10]([O:13][C:14]2[C:19]([CH3:20])=[C:18]([O:30][C:26]3[C:27]([CH3:29])=[N:28][C:23]([Cl:22])=[CH:24][CH:25]=3)[N:17]=[CH:16][N:15]=2)[CH2:9][CH2:8]1)=[O:6])([CH3:3])[CH3:2]. (5) Given the reactants Cl[C:2]1[N:7]=[C:6]([NH:8][C@@H:9]2[CH2:14][CH2:13][CH2:12][N:11]([C:15](=[O:18])[CH:16]=[CH2:17])[CH2:10]2)[C:5]([F:19])=[CH:4][N:3]=1.[NH2:20][C:21]1[CH:22]=[C:23]2[C:27](=[CH:28][CH:29]=1)[C:26](=[O:30])[N:25]([CH3:31])[C:24]2=[O:32].C([O-])([O-])=O.[Cs+].[Cs+].CN(C1C(C2C(P(C3CCCCC3)C3CCCCC3)=CC=CC=2)=CC=CC=1)C, predict the reaction product. The product is: [C:15]([N:11]1[CH2:12][CH2:13][CH2:14][C@@H:9]([NH:8][C:6]2[C:5]([F:19])=[CH:4][N:3]=[C:2]([NH:20][C:21]3[CH:22]=[C:23]4[C:27](=[CH:28][CH:29]=3)[C:26](=[O:30])[N:25]([CH3:31])[C:24]4=[O:32])[N:7]=2)[CH2:10]1)(=[O:18])[CH:16]=[CH2:17]. (6) Given the reactants [C:1]([O:5][C:6]([N:8]1[CH2:12][CH:11]([NH:13]C(OCC[Si](C)(C)C)=O)[CH:10]([C:23](=[O:32])[NH:24][C:25]2[CH:30]=[CH:29][CH:28]=[C:27]([F:31])[CH:26]=2)[CH2:9]1)=[O:7])([CH3:4])([CH3:3])[CH3:2].CCCC[N+](CCCC)(CCCC)CCCC.[F-].O, predict the reaction product. The product is: [NH2:13][CH:11]1[CH:10]([C:23](=[O:32])[NH:24][C:25]2[CH:30]=[CH:29][CH:28]=[C:27]([F:31])[CH:26]=2)[CH2:9][N:8]([C:6]([O:5][C:1]([CH3:4])([CH3:3])[CH3:2])=[O:7])[CH2:12]1. (7) Given the reactants F[C:2]1[CH:3]=[C:4]([OH:11])[CH:5]=[CH:6][C:7]=1[N+:8]([O-:10])=[O:9].[CH3:12]I.[CH3:14][O:15][C:16]1[CH:23]=[CH:22][C:19]([CH2:20][NH2:21])=[CH:18][CH:17]=1, predict the reaction product. The product is: [CH3:12][O:11][C:4]1[CH:5]=[CH:6][C:7]([N+:8]([O-:10])=[O:9])=[C:2]([CH:3]=1)[NH:21][CH2:20][C:19]1[CH:22]=[CH:23][C:16]([O:15][CH3:14])=[CH:17][CH:18]=1.